Dataset: Forward reaction prediction with 1.9M reactions from USPTO patents (1976-2016). Task: Predict the product of the given reaction. (1) Given the reactants [CH3:1][Si:2]([CH3:15])([CH3:14])[CH2:3][CH2:4][O:5][CH2:6][N:7]1[CH:11]=[C:10]([CH2:12][OH:13])[N:9]=[CH:8]1.[CH3:16][C:17]([Si:20](Cl)([C:27]1[CH:32]=[CH:31][CH:30]=[CH:29][CH:28]=1)[C:21]1[CH:26]=[CH:25][CH:24]=[CH:23][CH:22]=1)([CH3:19])[CH3:18], predict the reaction product. The product is: [Si:20]([O:13][CH2:12][C:10]1[N:9]=[CH:8][N:7]([CH2:6][O:5][CH2:4][CH2:3][Si:2]([CH3:15])([CH3:14])[CH3:1])[CH:11]=1)([C:17]([CH3:19])([CH3:18])[CH3:16])([C:27]1[CH:28]=[CH:29][CH:30]=[CH:31][CH:32]=1)[C:21]1[CH:26]=[CH:25][CH:24]=[CH:23][CH:22]=1. (2) Given the reactants Cl.Cl.[CH2:3]([CH:5]1[C:10]2[N:11]=[CH:12][NH:13][C:9]=2[CH2:8][CH2:7][NH:6]1)[CH3:4].C([O-])([O-])=O.[K+].[K+].Cl[C:21]([O:23][CH2:24][C:25]([Cl:28])([Cl:27])[Cl:26])=[O:22].[OH-].[Na+].Cl, predict the reaction product. The product is: [CH2:3]([CH:5]1[C:10]2[N:11]=[CH:12][NH:13][C:9]=2[CH2:8][CH2:7][N:6]1[C:21]([O:23][CH2:24][C:25]([Cl:28])([Cl:27])[Cl:26])=[O:22])[CH3:4].